From a dataset of NCI-60 drug combinations with 297,098 pairs across 59 cell lines. Regression. Given two drug SMILES strings and cell line genomic features, predict the synergy score measuring deviation from expected non-interaction effect. (1) Drug 1: CC1C(C(CC(O1)OC2CC(OC(C2O)C)OC3=CC4=CC5=C(C(=O)C(C(C5)C(C(=O)C(C(C)O)O)OC)OC6CC(C(C(O6)C)O)OC7CC(C(C(O7)C)O)OC8CC(C(C(O8)C)O)(C)O)C(=C4C(=C3C)O)O)O)O. Drug 2: C1CN(CCN1C(=O)CCBr)C(=O)CCBr. Cell line: OVCAR-4. Synergy scores: CSS=21.8, Synergy_ZIP=2.39, Synergy_Bliss=4.51, Synergy_Loewe=-22.4, Synergy_HSA=3.77. (2) Drug 1: CC1CCC2CC(C(=CC=CC=CC(CC(C(=O)C(C(C(=CC(C(=O)CC(OC(=O)C3CCCCN3C(=O)C(=O)C1(O2)O)C(C)CC4CCC(C(C4)OC)O)C)C)O)OC)C)C)C)OC. Drug 2: N.N.Cl[Pt+2]Cl. Cell line: PC-3. Synergy scores: CSS=37.4, Synergy_ZIP=-7.12, Synergy_Bliss=-2.95, Synergy_Loewe=-1.40, Synergy_HSA=2.95. (3) Drug 1: CN(C)N=NC1=C(NC=N1)C(=O)N. Drug 2: C1CC(C1)(C(=O)O)C(=O)O.[NH2-].[NH2-].[Pt+2]. Cell line: OVCAR-4. Synergy scores: CSS=23.2, Synergy_ZIP=-7.17, Synergy_Bliss=0.924, Synergy_Loewe=-8.79, Synergy_HSA=-0.400. (4) Drug 1: C1C(C(OC1N2C=NC3=C2NC=NCC3O)CO)O. Drug 2: C1CCC(C(C1)N)N.C(=O)(C(=O)[O-])[O-].[Pt+4]. Cell line: CCRF-CEM. Synergy scores: CSS=58.0, Synergy_ZIP=-4.44, Synergy_Bliss=-5.28, Synergy_Loewe=-4.53, Synergy_HSA=-1.21.